The task is: Binary Classification. Given a drug SMILES string, predict its activity (active/inactive) in a high-throughput screening assay against a specified biological target.. This data is from HIV replication inhibition screening data with 41,000+ compounds from the AIDS Antiviral Screen. (1) The drug is CCCCCCCCCCCC(=O)c1c(O)cccc1O. The result is 0 (inactive). (2) The drug is COC1=NN2C(OC)(c3ccccc3)c3c(-c4ccccc4)sc(-c4ccccc4)c3C2(c2ccccc2)S1. The result is 0 (inactive). (3) The compound is CCOC(=O)C(NC(=O)c1nc[nH]c1N=NN(C)C)C(C)C. The result is 0 (inactive). (4) The compound is CCOC(OC1=C(C#N)CCCC1)C(CC)[Se]c1ccccc1[N+](=O)[O-]. The result is 0 (inactive). (5) The molecule is O=[N+]([O-])c1ccccc1Oc1ccccc1. The result is 0 (inactive).